From a dataset of Forward reaction prediction with 1.9M reactions from USPTO patents (1976-2016). Predict the product of the given reaction. (1) Given the reactants O/[C:2](=[CH:8]\[C:9](=O)[CH2:10][CH:11]([CH3:13])[CH3:12])/[C:3]([O:5][CH2:6][CH3:7])=[O:4].Cl.[C:16]([NH:20][NH2:21])([CH3:19])([CH3:18])[CH3:17].CCCCCC.CCOC(C)=O, predict the reaction product. The product is: [C:16]([N:20]1[C:9]([CH2:10][CH:11]([CH3:13])[CH3:12])=[CH:8][C:2]([C:3]([O:5][CH2:6][CH3:7])=[O:4])=[N:21]1)([CH3:19])([CH3:18])[CH3:17]. (2) Given the reactants [Br:1][C:2]1[CH:10]=[CH:9][C:8]([CH3:11])=[C:7]2[C:3]=1[C:4]([CH2:12][CH2:13][OH:14])=[CH:5][NH:6]2.N1C=CN=C1.[Si:20](Cl)([C:23]([CH3:26])([CH3:25])[CH3:24])([CH3:22])[CH3:21], predict the reaction product. The product is: [Br:1][C:2]1[CH:10]=[CH:9][C:8]([CH3:11])=[C:7]2[C:3]=1[C:4]([CH2:12][CH2:13][O:14][Si:20]([C:23]([CH3:26])([CH3:25])[CH3:24])([CH3:22])[CH3:21])=[CH:5][NH:6]2. (3) Given the reactants O=S(Cl)Cl.[Br:5][C:6]1[CH:7]=[C:8]([CH:12]=[CH:13][C:14]=1[F:15])[C:9]([OH:11])=O.CCN(C(C)C)C(C)C.[F:25][C:26]([F:36])([F:35])[O:27][C:28]1[CH:34]=[CH:33][C:31]([NH2:32])=[CH:30][CH:29]=1.Cl, predict the reaction product. The product is: [Br:5][C:6]1[CH:7]=[C:8]([CH:12]=[CH:13][C:14]=1[F:15])[C:9]([NH:32][C:31]1[CH:33]=[CH:34][C:28]([O:27][C:26]([F:25])([F:35])[F:36])=[CH:29][CH:30]=1)=[O:11]. (4) Given the reactants [Cl:1][C:2]1[CH:3]=[C:4]([C:8]#[CH:9])[CH:5]=[CH:6][CH:7]=1.[CH2:10]([O:12][C:13]([N:15]1[CH2:20][CH2:19][NH:18][CH2:17][CH2:16]1)=[O:14])[CH3:11].[CH3:21][C:22]([CH3:26])([CH3:25])[CH:23]=O, predict the reaction product. The product is: [CH2:10]([O:12][C:13]([N:15]1[CH2:16][CH2:17][N:18]([CH:21]([C:22]([CH3:26])([CH3:25])[CH3:23])[C:9]#[C:8][C:4]2[CH:5]=[CH:6][CH:7]=[C:2]([Cl:1])[CH:3]=2)[CH2:19][CH2:20]1)=[O:14])[CH3:11]. (5) Given the reactants [CH3:1][O:2][C:3]1[CH:4]=[C:5]([CH:17]=[CH:18][CH:19]=1)[CH2:6][N:7]1[C:11]2[CH:12]=[CH:13][C:14]([NH2:16])=[CH:15][C:10]=2[N:9]=[CH:8]1.[Br:20]Br.N.C(O)(C)C.C(Cl)(Cl)Cl, predict the reaction product. The product is: [CH3:1][O:2][C:3]1[CH:4]=[C:5]([CH:17]=[CH:18][CH:19]=1)[CH2:6][N:7]1[C:11]2[CH:12]=[CH:13][C:14]([NH2:16])=[C:15]([Br:20])[C:10]=2[N:9]=[CH:8]1. (6) Given the reactants C(O[C:6]([N:8]1[CH2:12][C:11](=[N:13][O:14][CH3:15])[CH2:10][C@H:9]1[C:16]([OH:18])=O)=[O:7])(C)(C)C.[C:19]1([C:28]2[CH:33]=[CH:32][CH:31]=[CH:30][CH:29]=2)[CH:24]=[CH:23][C:22](C(Cl)=O)=[CH:21][CH:20]=1.O[N:35]=[C:36]([NH2:44])[CH2:37][S:38][C:39]1[S:40][CH:41]=[CH:42][CH:43]=1, predict the reaction product. The product is: [CH3:15][O:14][N:13]=[C:11]1[CH2:10][C@@H:9]([C:16]2[O:18][N:44]=[C:36]([CH2:37][S:38][C:39]3[S:40][CH:41]=[CH:42][CH:43]=3)[N:35]=2)[N:8]([C:6]([C:31]2[CH:30]=[CH:29][C:28]([C:19]3[CH:20]=[CH:21][CH:22]=[CH:23][CH:24]=3)=[CH:33][CH:32]=2)=[O:7])[CH2:12]1. (7) Given the reactants [Br:1][C:2]1[CH:3]=[C:4]([CH:7]=[C:8]([Br:11])[C:9]=1[OH:10])[CH:5]=O.[NH2:12][C:13]1[CH:18]=[C:17]([C:19]([F:22])([F:21])[F:20])[CH:16]=[CH:15][C:14]=1[SH:23], predict the reaction product. The product is: [Br:1][C:2]1[CH:3]=[C:4]([C:5]2[S:23][C:14]3[CH:15]=[CH:16][C:17]([C:19]([F:20])([F:21])[F:22])=[CH:18][C:13]=3[N:12]=2)[CH:7]=[C:8]([Br:11])[C:9]=1[OH:10].